The task is: Predict which catalyst facilitates the given reaction.. This data is from Catalyst prediction with 721,799 reactions and 888 catalyst types from USPTO. Reactant: C[O-:2].[Na+].C([C@@H]1CC[C@@H](C)C[C@H]1OC([N:17]1[CH:22]=[CH:21][CH2:20][C:19](=O)[C@H:18]1[C:24]1[CH:29]=[CH:28][C:27]([F:30])=[CH:26][C:25]=1[CH3:31])=O)(C)C. Product: [F:30][C:27]1[CH:28]=[CH:29][C:24]([C@H:18]2[CH2:19][C:20](=[O:2])[CH:21]=[CH:22][NH:17]2)=[C:25]([CH3:31])[CH:26]=1. The catalyst class is: 5.